Regression. Given a peptide amino acid sequence and an MHC pseudo amino acid sequence, predict their binding affinity value. This is MHC class II binding data. From a dataset of Peptide-MHC class II binding affinity with 134,281 pairs from IEDB. The peptide sequence is KAVEAYLVAHPDLYK. The MHC is DRB4_0101 with pseudo-sequence DRB4_0103. The binding affinity (normalized) is 0.411.